From a dataset of Catalyst prediction with 721,799 reactions and 888 catalyst types from USPTO. Predict which catalyst facilitates the given reaction. (1) Reactant: [OH:1][C:2]1[CH:7]=[C:6]([O:8][CH3:9])[CH:5]=[CH:4][C:3]=1[C:10](=[O:14])[CH:11]([CH3:13])[CH3:12].C([O-])([O-])=O.[Cs+].[Cs+].Br[CH2:22][C:23]([O:25][CH2:26][CH3:27])=[O:24]. Product: [CH2:26]([O:25][C:23](=[O:24])[CH2:22][O:1][C:2]1[CH:7]=[C:6]([O:8][CH3:9])[CH:5]=[CH:4][C:3]=1[C:10](=[O:14])[CH:11]([CH3:12])[CH3:13])[CH3:27]. The catalyst class is: 10. (2) Reactant: [Cl:1][C:2]1[CH:3]=[C:4]([CH:8]=[CH:9][C:10]=1[C:11]1[CH:20]=[CH:19][C:18]2[C:13](=[CH:14][CH:15]=[C:16]([O:21]C)[CH:17]=2)[N:12]=1)[C:5]([OH:7])=[O:6].[Al+3].[Cl-].[Cl-].[Cl-]. Product: [Cl:1][C:2]1[CH:3]=[C:4]([CH:8]=[CH:9][C:10]=1[C:11]1[CH:20]=[CH:19][C:18]2[C:13](=[CH:14][CH:15]=[C:16]([OH:21])[CH:17]=2)[N:12]=1)[C:5]([OH:7])=[O:6]. The catalyst class is: 2. (3) Reactant: C(OC([N:8]1[CH2:13][CH2:12][N:11]([C:14]2[C:33]([C:34](=[O:45])[NH:35][C:36]3[CH:44]=[C:43]4[C:39]([CH:40]=[N:41][NH:42]4)=[CH:38][CH:37]=3)=[CH:32][C:17]3[N:18]=[C:19]([NH:21][C:22]4[CH:27]=[CH:26][CH:25]=[CH:24][C:23]=4[C:28]([F:31])([F:30])[F:29])[NH:20][C:16]=3[CH:15]=2)[CH2:10][CH2:9]1)=O)(C)(C)C.Cl. Product: [NH:42]1[C:43]2[C:39](=[CH:38][CH:37]=[C:36]([NH:35][C:34]([C:33]3[C:14]([N:11]4[CH2:10][CH2:9][NH:8][CH2:13][CH2:12]4)=[CH:15][C:16]4[NH:20][C:19]([NH:21][C:22]5[CH:27]=[CH:26][CH:25]=[CH:24][C:23]=5[C:28]([F:29])([F:30])[F:31])=[N:18][C:17]=4[CH:32]=3)=[O:45])[CH:44]=2)[CH:40]=[N:41]1. The catalyst class is: 12. (4) Reactant: [Cl:1][C:2]1[CH:7]=[C:6]2[NH:8][C:9](=[O:36])[C:10]3([CH:15]([C:16]4[CH:21]=[C:20]([F:22])[CH:19]=[CH:18][C:17]=4[CH3:23])[CH2:14][C:13](=[O:24])[N:12]([CH2:25][C:26]([OH:28])=O)[CH:11]3[C:29]3[CH:34]=[CH:33][CH:32]=[C:31]([Cl:35])[CH:30]=3)[C:5]2=[CH:4][CH:3]=1.Cl.CN.C[CH2:41][N:42]=C=NCCCN(C)C.Cl.C1C=CC2N(O)N=NC=2C=1.CCN(C(C)C)C(C)C. Product: [Cl:1][C:2]1[CH:7]=[C:6]2[NH:8][C:9](=[O:36])[C:10]3([CH:15]([C:16]4[CH:21]=[C:20]([F:22])[CH:19]=[CH:18][C:17]=4[CH3:23])[CH2:14][C:13](=[O:24])[N:12]([CH2:25][C:26]([NH:42][CH3:41])=[O:28])[CH:11]3[C:29]3[CH:34]=[CH:33][CH:32]=[C:31]([Cl:35])[CH:30]=3)[C:5]2=[CH:4][CH:3]=1. The catalyst class is: 3. (5) Reactant: Cl.[NH2:2][C:3]1[C:8]2[CH2:9][N:10]([CH:13]([C:15]3[CH:16]=[N:17][C:18]([O:22][CH2:23][C:24]([F:27])([F:26])[F:25])=[C:19]([CH3:21])[CH:20]=3)[CH3:14])[C:11](=[O:12])[C:7]=2[CH:6]=[CH:5][N:4]=1.C(N(CC)CC)C.[CH3:35][O:36][CH2:37][C:38](Cl)=[O:39]. Product: [CH3:35][O:36][CH2:37][C:38]([NH:2][C:3]1[C:8]2[CH2:9][N:10]([CH:13]([C:15]3[CH:16]=[N:17][C:18]([O:22][CH2:23][C:24]([F:26])([F:27])[F:25])=[C:19]([CH3:21])[CH:20]=3)[CH3:14])[C:11](=[O:12])[C:7]=2[CH:6]=[CH:5][N:4]=1)=[O:39]. The catalyst class is: 49.